This data is from Reaction yield outcomes from USPTO patents with 853,638 reactions. The task is: Predict the reaction yield, written as a fraction of the theoretical maximum amount of product (1.0 means a 100% yield; for example, 0.34 means a 34% yield). (1) The reactants are CS(O)(=O)=O.O=P12OP3(OP(OP(O3)(O1)=O)(=O)O2)=O.[CH:20]1[C:28]2[C:27]3[CH:29]=[CH:30][CH:31]=[CH:32][C:26]=3[S:25](=O)[C:24]=2[CH:23]=[CH:22][CH:21]=1.[CH3:34][O:35][CH2:36][CH2:37][O:38][CH2:39][CH2:40][O:41][C:42]1[C:47]([CH3:48])=[CH:46][CH:45]=[CH:44][C:43]=1[CH3:49].[I-:50].[Na+]. The catalyst is ClCCl.O. The product is [I-:50].[CH3:34][O:35][CH2:36][CH2:37][O:38][CH2:39][CH2:40][O:41][C:42]1[C:43]([CH3:49])=[CH:44][C:45]([S+:25]2[C:24]3[CH:23]=[CH:22][CH:21]=[CH:20][C:28]=3[C:27]3[CH:29]=[CH:30][CH:31]=[CH:32][C:26]2=3)=[CH:46][C:47]=1[CH3:48]. The yield is 0.570. (2) The catalyst is Cl[Pd](Cl)([P](C1C=CC=CC=1)(C1C=CC=CC=1)C1C=CC=CC=1)[P](C1C=CC=CC=1)(C1C=CC=CC=1)C1C=CC=CC=1.O.C1COCC1. The reactants are CS(C1C=CC([C:11]2[CH:16]=[CH:15][C:14]([C:17](=[C:25]3[CH2:30][C:29]([CH3:32])([CH3:31])[CH2:28][C:27]([CH3:34])([CH3:33])[CH2:26]3)[C:18]3[CH:23]=[CH:22][C:21]([OH:24])=[CH:20][CH:19]=3)=[CH:13][CH:12]=2)=CC=1)(=O)=O.BrC1C=CC(C(=C2CC(C)(C)CC(C)(C)C2)C2C=CC(O)=CC=2)=CC=1.[CH3:60][C:61]1[C:65](B(O)O)=[C:64]([CH3:69])[O:63][N:62]=1.C([O-])([O-])=O.[Na+].[Na+]. The yield is 0.830. The product is [CH3:60][C:61]1[C:65]([C:11]2[CH:16]=[CH:15][C:14]([C:17](=[C:25]3[CH2:26][C:27]([CH3:33])([CH3:34])[CH2:28][C:29]([CH3:31])([CH3:32])[CH2:30]3)[C:18]3[CH:23]=[CH:22][C:21]([OH:24])=[CH:20][CH:19]=3)=[CH:13][CH:12]=2)=[C:64]([CH3:69])[O:63][N:62]=1. (3) The reactants are [O:1]1[CH2:6][CH2:5][CH2:4][O:3][CH:2]1[CH2:7][CH2:8][N:9]1[CH2:14][CH2:13][CH:12]([N:15]([CH2:30][C:31]2[CH:36]=[CH:35][C:34]([F:37])=[CH:33][CH:32]=2)C(=O)CC2C=CC(OCC(C)C)=CC=2)[CH2:11][CH2:10]1.C(O)C[C@H](O)C. No catalyst specified. The product is [O:1]1[CH2:6][CH2:5][CH2:4][O:3][CH:2]1[CH2:7][CH2:8][N:9]1[CH2:10][CH2:11][CH:12]([NH:15][CH2:30][C:31]2[CH:36]=[CH:35][C:34]([F:37])=[CH:33][CH:32]=2)[CH2:13][CH2:14]1. The yield is 0.280. (4) The reactants are [Br:1][C:2]1[CH:3]=[C:4]([C:11]([O:13][CH3:14])=[O:12])[C:5]2[CH:6]=[CH:7][NH:8][C:9]=2[CH:10]=1.[H-].[Na+].Br[CH:18]([CH3:20])[CH3:19].CCCCCC. The catalyst is CN(C)C=O.C(OCC)(=O)C. The product is [Br:1][C:2]1[CH:3]=[C:4]([C:11]([O:13][CH3:14])=[O:12])[C:5]2[CH:6]=[CH:7][N:8]([CH:18]([CH3:20])[CH3:19])[C:9]=2[CH:10]=1. The yield is 0.437. (5) The reactants are [OH:1][CH:2]([C:6]1[CH:11]=[CH:10][C:9]([C:12]2[N:16]=[C:15]([C:17]3[O:21][N:20]=[C:19]([C:22]4[CH:27]=[CH:26][CH:25]=[CH:24][CH:23]=4)[C:18]=3[C:28]([F:31])([F:30])[F:29])[O:14][N:13]=2)=[CH:8][CH:7]=1)[C:3](O)=[O:4].[NH2:32][CH2:33][C:34]1[NH:38][N:37]=[C:36]([C:39]([O:41][CH2:42][CH3:43])=[O:40])[N:35]=1.C(O)(C(F)(F)F)=O.CN1CCOCC1.CN(C(ON1N=NC2C=CC=NC1=2)=[N+](C)C)C.F[P-](F)(F)(F)(F)F. The catalyst is CN(C=O)C. The product is [OH:1][CH:2]([C:6]1[CH:7]=[CH:8][C:9]([C:12]2[N:16]=[C:15]([C:17]3[O:21][N:20]=[C:19]([C:22]4[CH:27]=[CH:26][CH:25]=[CH:24][CH:23]=4)[C:18]=3[C:28]([F:30])([F:29])[F:31])[O:14][N:13]=2)=[CH:10][CH:11]=1)[C:3]([NH:32][CH2:33][C:34]1[NH:38][N:37]=[C:36]([C:39]([O:41][CH2:42][CH3:43])=[O:40])[N:35]=1)=[O:4]. The yield is 0.208. (6) The reactants are [Br:1][C:2]1[CH:10]=[CH:9][CH:8]=[C:7]2[C:3]=1[CH:4]=[N:5][N:6]2C(=O)C.Cl. The catalyst is CO. The product is [Br:1][C:2]1[CH:10]=[CH:9][CH:8]=[C:7]2[C:3]=1[CH:4]=[N:5][NH:6]2. The yield is 0.930. (7) The reactants are [Cl:1]N1C(=O)CCC1=O.[CH2:9]([C:11]1[CH:17]=[C:16]([C:18]([F:27])([C:23]([F:26])([F:25])[F:24])[C:19]([F:22])([F:21])[F:20])[CH:15]=[CH:14][C:12]=1[NH2:13])[CH3:10].[OH-].[Na+]. The product is [Cl:1][C:14]1[CH:15]=[C:16]([C:18]([F:27])([C:19]([F:22])([F:21])[F:20])[C:23]([F:24])([F:25])[F:26])[CH:17]=[C:11]([CH2:9][CH3:10])[C:12]=1[NH2:13]. The catalyst is ClCCl. The yield is 0.740. (8) The reactants are Br[C:2]1[C:7](=[O:8])[N:6]([CH2:9][C:10]2[CH:15]=[CH:14][C:13]([C:16]3[C:17]([C:22]#[N:23])=[CH:18][CH:19]=[CH:20][CH:21]=3)=[CH:12][CH:11]=2)[C:5]([CH2:24][CH2:25][CH2:26][CH3:27])=[N:4][C:3]=1[CH3:28].[CH3:29][C:30]1[C:34](B(O)O)=[C:33]([CH3:38])[O:32][N:31]=1.C(=O)([O-])[O-].[Cs+].[Cs+]. The catalyst is O1CCOCC1.C(OCC)(=O)C.C1C=CC(P(C2C=CC=CC=2)[C-]2C=CC=C2)=CC=1.C1C=CC(P(C2C=CC=CC=2)[C-]2C=CC=C2)=CC=1.Cl[Pd]Cl.[Fe+2]. The product is [CH2:24]([C:5]1[N:6]([CH2:9][C:10]2[CH:15]=[CH:14][C:13]([C:16]3[C:17]([C:22]#[N:23])=[CH:18][CH:19]=[CH:20][CH:21]=3)=[CH:12][CH:11]=2)[C:7](=[O:8])[C:2]([C:34]2[C:30]([CH3:29])=[N:31][O:32][C:33]=2[CH3:38])=[C:3]([CH3:28])[N:4]=1)[CH2:25][CH2:26][CH3:27]. The yield is 0.310. (9) The reactants are [Cl:1][C:2]1[CH:7]=[CH:6][N:5]=[C:4]2[CH:8]=[C:9]([CH:11]=O)[S:10][C:3]=12.[NH2:13][OH:14].Cl. The catalyst is CO.O. The product is [Cl:1][C:2]1[CH:7]=[CH:6][N:5]=[C:4]2[CH:8]=[C:9]([CH:11]=[N:13][OH:14])[S:10][C:3]=12. The yield is 0.850. (10) The reactants are [CH3:1][C:2]1[CH:7]=[CH:6][C:5]([S:8]([NH:11][C:12]2[CH:13]=[CH:14][CH:15]=[C:16]3[C:21]=2[N:20]=[CH:19][C:18]([CH3:22])=[CH:17]3)(=[O:10])=[O:9])=[C:4]([N+:23]([O-])=O)[CH:3]=1.O.NN. The catalyst is [Ni].CO.C1COCC1. The product is [NH2:23][C:4]1[CH:3]=[C:2]([CH3:1])[CH:7]=[CH:6][C:5]=1[S:8]([NH:11][C:12]1[CH:13]=[CH:14][CH:15]=[C:16]2[C:21]=1[N:20]=[CH:19][C:18]([CH3:22])=[CH:17]2)(=[O:10])=[O:9]. The yield is 0.220.